Dataset: NCI-60 drug combinations with 297,098 pairs across 59 cell lines. Task: Regression. Given two drug SMILES strings and cell line genomic features, predict the synergy score measuring deviation from expected non-interaction effect. (1) Drug 1: C1CC(=O)NC(=O)C1N2C(=O)C3=CC=CC=C3C2=O. Drug 2: CN(C(=O)NC(C=O)C(C(C(CO)O)O)O)N=O. Cell line: NCI-H226. Synergy scores: CSS=-13.6, Synergy_ZIP=-10.4, Synergy_Bliss=-29.4, Synergy_Loewe=-38.7, Synergy_HSA=-38.7. (2) Drug 1: CC(C1=C(C=CC(=C1Cl)F)Cl)OC2=C(N=CC(=C2)C3=CN(N=C3)C4CCNCC4)N. Drug 2: C(CC(=O)O)C(=O)CN.Cl. Cell line: MOLT-4. Synergy scores: CSS=30.1, Synergy_ZIP=-5.85, Synergy_Bliss=-5.50, Synergy_Loewe=-17.3, Synergy_HSA=-6.11. (3) Drug 1: CC1=C(C(CCC1)(C)C)C=CC(=CC=CC(=CC(=O)O)C)C. Drug 2: CC1=C(C(=CC=C1)Cl)NC(=O)C2=CN=C(S2)NC3=CC(=NC(=N3)C)N4CCN(CC4)CCO. Cell line: HOP-92. Synergy scores: CSS=4.68, Synergy_ZIP=-2.02, Synergy_Bliss=1.32, Synergy_Loewe=-0.631, Synergy_HSA=-0.542.